Binary Classification. Given a miRNA mature sequence and a target amino acid sequence, predict their likelihood of interaction. From a dataset of Experimentally validated miRNA-target interactions with 360,000+ pairs, plus equal number of negative samples. (1) The miRNA is hsa-miR-4265 with sequence CUGUGGGCUCAGCUCUGGG. The protein sequence of the target gene is MRLGLCVVALVLSWTHLTISSRGIKGKRQRRISAEGSQACAKGCELCSEVNGCLKCSPKLFILLERNDIRQVGVCLPSCPPGYFDARNPDMNKCIKCKIEHCEACFSHNFCTKCKEGLYLHKGRCYPACPEGSSAANGTMECSSPAQCEMSEWSPWGPCSKKQQLCGFRRGSEERTRRVLHAPVGDHAACSDTKETRRCTVRRVPCPEGQKRRKGGQGRRENANRNLARKESKEAGAGSRRRKGQQQQQQQGTVGPLTSAGPA. Result: 0 (no interaction). (2) The miRNA is hsa-miR-328-3p with sequence CUGGCCCUCUCUGCCCUUCCGU. The protein sequence of the target gene is MPPPSDIVKVAIEWPGANAQLLEIDQKRPLASIIKEVCDGWSLPNPEYYTLRYADGPQLYITEQTRSDIKNGTILQLAISPSRAARQLMERTQSSNMETRLDAMKELAKLSADVTFATEFINMDGIIVLTRLVESGTKLLSHYSEMLAFTLTAFLELMDHGIVSWDMVSITFIKQIAGYVSQPMVDVSILQRSLAILESMVLNSQSLYQKIAEEITVGQLISHLQVSNQEIQTYAIALINALFLKAPEDKRQDMANAFAQKHLRSIILNHVIRGNRPIKTEMAHQLYVLQVLTFNLLEER.... Result: 0 (no interaction). (3) The miRNA is hsa-miR-6870-5p with sequence UGGGGGAGAUGGGGGUUGA. The protein sequence of the target gene is MNFTPTHTPVCRKRTVVSKRGVAVSGPTKRRGMADSLESTPLPSPEDRLAKLHPSKELLEYYQKKMAECEAENEDLLKKLELYKEACEGQHKLECDLQQREEEIAELQKALSDMQVCLFQEREHVLRLYSENDRLRIRELEDKKKIQNLLALVGTDAGEVTYFCKEPPHKVTILQKTIQAVGECEQSESSAFKADPKISKRRPSRERKESSEHYQRDIQTLILQVEALQAQLGEQTKLSREQIEGLIEDRRIHLEEIQVQHQRNQNKIKELTKNLHHTQELLYESTKDFLQLRSENQNKE.... Result: 1 (interaction).